From a dataset of Catalyst prediction with 721,799 reactions and 888 catalyst types from USPTO. Predict which catalyst facilitates the given reaction. (1) Reactant: Cl[C:2]1[N:3]=[N:4][C:5]([C:8]2[CH:13]=[CH:12][CH:11]=[C:10]([N+:14]([O-:16])=[O:15])[CH:9]=2)=[CH:6][CH:7]=1.[O:17]1[CH:21]=[CH:20][CH:19]=[C:18]1[C:22]([NH:24][NH2:25])=O. Product: [O:17]1[CH:21]=[CH:20][CH:19]=[C:18]1[C:22]1[N:3]2[N:4]=[C:5]([C:8]3[CH:13]=[CH:12][CH:11]=[C:10]([N+:14]([O-:16])=[O:15])[CH:9]=3)[CH:6]=[CH:7][C:2]2=[N:25][N:24]=1. The catalyst class is: 51. (2) Reactant: C(=O)([O-])[O-].[Cs+].[Cs+].[C:7]1([CH2:13][N:14]2[CH:18]=[C:17](B3OC(C)(C)C(C)(C)O3)[CH:16]=[N:15]2)[CH:12]=[CH:11][CH:10]=[CH:9][CH:8]=1.Cl[C:29]1[N:38]=[C:37]([NH:39][CH2:40][C@H:41]2[CH2:46][CH2:45][CH2:44][N:43]([C:47]([O:49][C:50]([CH3:53])([CH3:52])[CH3:51])=[O:48])[CH2:42]2)[C:32]2=[N:33][CH:34]=[CH:35][N:36]=[C:31]2[CH:30]=1.O. Product: [C:7]1([CH2:13][N:14]2[CH:18]=[C:17]([C:29]3[N:38]=[C:37]([NH:39][CH2:40][C@H:41]4[CH2:46][CH2:45][CH2:44][N:43]([C:47]([O:49][C:50]([CH3:53])([CH3:52])[CH3:51])=[O:48])[CH2:42]4)[C:32]4=[N:33][CH:34]=[CH:35][N:36]=[C:31]4[CH:30]=3)[CH:16]=[N:15]2)[CH:8]=[CH:9][CH:10]=[CH:11][CH:12]=1. The catalyst class is: 77. (3) Reactant: [CH3:1][O:2][C:3]1[CH:12]=[CH:11][C:6]2[N:7]=C(N)[O:9][C:5]=2[CH:4]=1.COC1C=CC([N+]([O-])=O)=C(O)C=1.CC(O)=O. Product: [NH2:7][C:6]1[CH:11]=[CH:12][C:3]([O:2][CH3:1])=[CH:4][C:5]=1[OH:9]. The catalyst class is: 19. (4) Reactant: [C:1]([C:3]([CH3:15])([CH3:14])[CH:4]([OH:13])[CH2:5][C:6]([O:8]C(C)(C)C)=[O:7])#[N:2].[OH-].[Na+].CO. Product: [C:1]([C:3]([CH3:15])([CH3:14])[CH:4]([OH:13])[CH2:5][C:6]([OH:8])=[O:7])#[N:2]. The catalyst class is: 11. (5) Reactant: [Cl:1][C:2]1[CH:3]=[N:4][N:5]([CH3:38])[C:6]=1[C:7]1[CH:8]=[C:9]([C:13]([NH:15][C@H:16]([CH2:26][N:27]2C(=O)C3C(=CC=CC=3)C2=O)[CH2:17][C:18]2[CH:23]=[CH:22][C:21]([F:24])=[C:20]([F:25])[CH:19]=2)=[O:14])[O:10][C:11]=1[CH3:12].NN. Product: [NH2:27][CH2:26][C@@H:16]([NH:15][C:13]([C:9]1[O:10][C:11]([CH3:12])=[C:7]([C:6]2[N:5]([CH3:38])[N:4]=[CH:3][C:2]=2[Cl:1])[CH:8]=1)=[O:14])[CH2:17][C:18]1[CH:23]=[CH:22][C:21]([F:24])=[C:20]([F:25])[CH:19]=1. The catalyst class is: 5. (6) Reactant: [CH2:1]([O:8][C:9]([N:11]1[CH2:14][CH:13]([C:15]([OH:17])=[O:16])[CH2:12]1)=[O:10])[C:2]1[CH:7]=[CH:6][CH:5]=[CH:4][CH:3]=1.[CH3:18][Si](C=[N+]=[N-])(C)C. Product: [CH2:1]([O:8][C:9]([N:11]1[CH2:12][CH:13]([C:15]([O:17][CH3:18])=[O:16])[CH2:14]1)=[O:10])[C:2]1[CH:3]=[CH:4][CH:5]=[CH:6][CH:7]=1. The catalyst class is: 442.